This data is from Reaction yield outcomes from USPTO patents with 853,638 reactions. The task is: Predict the reaction yield, written as a fraction of the theoretical maximum amount of product (1.0 means a 100% yield; for example, 0.34 means a 34% yield). (1) The reactants are [C:1]([C:5]1[CH:9]=[C:8]([NH:10][C:11]([NH:13][C@@H:14]2[C:23]3[C:18](=[CH:19][CH:20]=[CH:21][CH:22]=3)[C@H:17]([O:24][C:25]3[CH:26]=[CH:27][C:28]4[N:29]([C:31]([C@@H:34]5[CH2:38][CH2:37][CH2:36][N:35]5[CH3:39])=[N:32][N:33]=4)[CH:30]=3)[CH2:16][CH2:15]2)=[O:12])[N:7]([C:40]2[CH:41]=[C:42]([CH:49]=[CH:50][CH:51]=2)[CH2:43][O:44]S(C)(=O)=O)[N:6]=1)([CH3:4])([CH3:3])[CH3:2].[CH3:52][N:53]1[CH2:58][CH2:57][NH:56][CH2:55][CH2:54]1.[CH2:59]1C[O:62]CC1. The catalyst is C(Cl)Cl. The product is [CH:43]([OH:44])=[O:62].[C:1]([C:5]1[CH:9]=[C:8]([NH:10][C:11]([NH:13][C@@H:14]2[C:23]3[C:18](=[CH:19][CH:20]=[CH:21][CH:22]=3)[C@H:17]([O:24][C:25]3[CH:26]=[CH:27][C:28]4[N:29]([C:31]([C@@H:34]5[CH2:38][CH2:37][CH2:36][N:35]5[CH3:39])=[N:32][N:33]=4)[CH:30]=3)[CH2:16][CH2:15]2)=[O:12])[N:7]([C:40]2[CH:41]=[CH:42][CH:49]=[C:50]([CH2:52][N:53]3[CH2:58][CH2:57][N:56]([CH3:59])[CH2:55][CH2:54]3)[CH:51]=2)[N:6]=1)([CH3:2])([CH3:3])[CH3:4]. The yield is 0.270. (2) The reactants are NC1C(C(NC)=O)=NC(C2C(C)=NN(CCCO)C=2)=CC=1.[NH2:22][C:23]1[C:24]([C:46]([NH:48][CH3:49])=[O:47])=[N:25][C:26]([C:29]2[CH:30]=[N:31][N:32]([CH2:35][CH2:36][CH2:37][O:38]CC3C=CC=CC=3)[C:33]=2[CH3:34])=[CH:27][CH:28]=1. No catalyst specified. The product is [NH2:22][C:23]1[C:24]([C:46]([NH:48][CH3:49])=[O:47])=[N:25][C:26]([C:29]2[CH:30]=[N:31][N:32]([CH2:35][CH2:36][CH2:37][OH:38])[C:33]=2[CH3:34])=[CH:27][CH:28]=1. The yield is 0.540. (3) The reactants are [CH3:1][O:2][CH2:3][C:4]1[CH:9]=[CH:8][C:7]([O:10][C:11]2[CH:16]=[CH:15][C:14]([N+:17]([O-])=O)=[C:13]([O:20][CH:21]([CH3:23])[CH3:22])[CH:12]=2)=[CH:6][N:5]=1.[Cl-].[Ca+2].[Cl-].C(O)C. The catalyst is [Fe].O. The product is [CH3:1][O:2][CH2:3][C:4]1[N:5]=[CH:6][C:7]([O:10][C:11]2[CH:16]=[CH:15][C:14]([NH2:17])=[C:13]([O:20][CH:21]([CH3:23])[CH3:22])[CH:12]=2)=[CH:8][CH:9]=1. The yield is 0.740. (4) The reactants are [C:1]1([N:7]2[CH:11]=[N:10][C:9]([C:12]([OH:14])=O)=[N:8]2)[CH:6]=[CH:5][CH:4]=[CH:3][CH:2]=1.[N:15]1[N:19]2[CH:20]=[CH:21][N:22]=[C:23]([N:24]3[CH2:28][CH2:27][C@H:26]([NH2:29])[CH2:25]3)[C:18]2=[CH:17][CH:16]=1.C(N(CC)CC)C.CN(C(ON1N=NC2C=CC=NC1=2)=[N+](C)C)C.F[P-](F)(F)(F)(F)F. The catalyst is CS(C)=O. The product is [C:1]1([N:7]2[CH:11]=[N:10][C:9]([C:12]([NH:29][C@H:26]3[CH2:27][CH2:28][N:24]([C:23]4[C:18]5[N:19]([N:15]=[CH:16][CH:17]=5)[CH:20]=[CH:21][N:22]=4)[CH2:25]3)=[O:14])=[N:8]2)[CH:2]=[CH:3][CH:4]=[CH:5][CH:6]=1. The yield is 0.520.